Task: Predict the product of the given reaction.. Dataset: Forward reaction prediction with 1.9M reactions from USPTO patents (1976-2016) Given the reactants [CH:1]1[C:10]2[C:5](=[CH:6][CH:7]=[CH:8][CH:9]=2)[CH:4]=[CH:3][C:2]=1[CH2:11][O:12][CH:13]1[CH:18]([C:19]2[CH:24]=[CH:23][C:22]([CH2:25][O:26]C(C3C=CC=CC=3)(C3C=CC=CC=3)C3C=CC=CC=3)=[CH:21][CH:20]=2)[CH2:17][CH2:16][N:15]([C:46]([O:48][C:49]([CH3:52])([CH3:51])[CH3:50])=[O:47])[CH2:14]1.Cl.C(=O)([O-])[O-].[Na+].[Na+], predict the reaction product. The product is: [OH:26][CH2:25][C:22]1[CH:23]=[CH:24][C:19]([CH:18]2[CH2:17][CH2:16][N:15]([C:46]([O:48][C:49]([CH3:52])([CH3:50])[CH3:51])=[O:47])[CH2:14][CH:13]2[O:12][CH2:11][C:2]2[CH:3]=[CH:4][C:5]3[C:10](=[CH:9][CH:8]=[CH:7][CH:6]=3)[CH:1]=2)=[CH:20][CH:21]=1.